From a dataset of Full USPTO retrosynthesis dataset with 1.9M reactions from patents (1976-2016). Predict the reactants needed to synthesize the given product. (1) Given the product [OH:8][C:9]1[CH:18]=[C:17]2[C:12]([CH2:13][CH2:14][C:15](=[O:24])[N:16]2[CH2:19][CH2:20][CH2:21][O:22][CH3:23])=[CH:11][CH:10]=1, predict the reactants needed to synthesize it. The reactants are: C([O:8][C:9]1[CH:18]=[C:17]2[C:12]([CH2:13][CH2:14][C:15](=[O:24])[N:16]2[CH2:19][CH2:20][CH2:21][O:22][CH3:23])=[CH:11][CH:10]=1)C1C=CC=CC=1. (2) Given the product [C:32]1([C:31]#[C:30][C:24]2[CH2:2][O:23][CH2:18][C:29]=2[C:28]#[C:27][C:26]2[CH:25]=[CH:42][CH:41]=[CH:40][CH:39]=2)[CH:33]=[CH:34][CH:35]=[CH:36][CH:37]=1, predict the reactants needed to synthesize it. The reactants are: [Li+].[CH3:2][Si]([N-][Si](C)(C)C)(C)C.C1(C2C=CC=C[C:18]=2[OH:23])C=CC=CC=1.[C:24]1([C:30]#[C:31][C:32]2[CH:37]=[CH:36][CH:35]=[CH:34][CH:33]=2)[CH:29]=[CH:28][CH:27]=[CH:26][CH:25]=1.Cl.[C:39]1(C)C=C[CH:42]=[CH:41][CH:40]=1. (3) Given the product [OH:19][CH2:16][CH2:21][N:22]([CH3:23])[S:12]([C:7]1[C:6]([CH3:8])=[CH:5][C:4]([O:9][CH3:10])=[CH:3][C:2]=1[CH3:1])(=[O:15])=[O:13], predict the reactants needed to synthesize it. The reactants are: [CH3:1][C:2]1[CH:3]=[C:4]([O:9][CH3:10])[CH:5]=[C:6]([CH3:8])[CH:7]=1.Cl[S:12]([OH:15])(=O)=[O:13].[C:16](=[O:19])([O-])O.[Na+].[CH3:21][NH:22][CH:23](O)C.Cl.